This data is from Forward reaction prediction with 1.9M reactions from USPTO patents (1976-2016). The task is: Predict the product of the given reaction. (1) The product is: [C:1]([N:5]1[C:9](=[O:10])[NH:8][C:7]([C:11]2[CH:12]=[C:13]([CH2:14][NH2:15])[CH:22]=[CH:23][C:24]=2[Cl:25])=[N:6]1)([CH3:4])([CH3:2])[CH3:3]. Given the reactants [C:1]([N:5]1[C:9](=[O:10])[NH:8][C:7]([C:11]2[CH:12]=[C:13]([CH:22]=[CH:23][C:24]=2[Cl:25])[CH2:14][NH:15]C(=O)C(F)(F)F)=[N:6]1)([CH3:4])([CH3:3])[CH3:2].[OH-].[K+], predict the reaction product. (2) Given the reactants [NH:1]1[C:5]2[CH:6]=[CH:7][CH:8]=[CH:9][C:4]=2[N:3]=[C:2]1[CH2:10][N:11]1[CH2:17][C:16]2[CH:18]=[C:19]([C:22](OC)=[O:23])[CH:20]=[CH:21][C:15]=2[NH:14][C:13](=[O:26])[CH2:12]1.[NH2:27][OH:28].[OH-].[Na+].Cl, predict the reaction product. The product is: [NH:1]1[C:5]2[CH:6]=[CH:7][CH:8]=[CH:9][C:4]=2[N:3]=[C:2]1[CH2:10][N:11]1[CH2:17][C:16]2[CH:18]=[C:19]([C:22]([NH:27][OH:28])=[O:23])[CH:20]=[CH:21][C:15]=2[NH:14][C:13](=[O:26])[CH2:12]1. (3) Given the reactants [CH:1]([C:3]1[N:8]=[CH:7][C:6]([C:9]2[CH:17]=[CH:16][C:12]([C:13]([NH2:15])=[O:14])=[CH:11][CH:10]=2)=[CH:5][CH:4]=1)=[O:2].[CH2:18]([Mg]Br)[CH3:19], predict the reaction product. The product is: [OH:2][CH:1]([C:3]1[N:8]=[CH:7][C:6]([C:9]2[CH:17]=[CH:16][C:12]([C:13]([NH2:15])=[O:14])=[CH:11][CH:10]=2)=[CH:5][CH:4]=1)[CH2:18][CH3:19]. (4) Given the reactants [NH2:1][C:2]1[CH:3]=[CH:4][CH:5]=[C:6]2[C:11]=1[C:10](=[O:12])[N:9]([C:13]1[CH:18]=[CH:17][CH:16]=[C:15]([C:19]([F:22])([F:21])[F:20])[CH:14]=1)[N:8]=[CH:7]2.[N:23]1[CH:28]=[CH:27][N:26]=[CH:25][C:24]=1[C:29](O)=[O:30].CN(C(ON1N=NC2C=CC=NC1=2)=[N+](C)C)C.F[P-](F)(F)(F)(F)F.CCN(C(C)C)C(C)C, predict the reaction product. The product is: [O:12]=[C:10]1[C:11]2[C:6](=[CH:5][CH:4]=[CH:3][C:2]=2[NH:1][C:29]([C:24]2[CH:25]=[N:26][CH:27]=[CH:28][N:23]=2)=[O:30])[CH:7]=[N:8][N:9]1[C:13]1[CH:18]=[CH:17][CH:16]=[C:15]([C:19]([F:22])([F:21])[F:20])[CH:14]=1. (5) Given the reactants C([O:3][C:4]([C:6]1[N:7]=[C:8]([CH2:11][O:12][C:13]2[CH:18]=[CH:17][C:16](I)=[CH:15][CH:14]=2)[S:9][CH:10]=1)=[O:5])C.C(=O)([O-])[O-].[K+].[K+].[C:26]([NH:29][C:30]1[CH:31]=[C:32](B(O)O)[CH:33]=[CH:34][CH:35]=1)(=[O:28])[CH3:27].Cl, predict the reaction product. The product is: [C:26]([NH:29][C:30]1[CH:35]=[C:34]([C:16]2[CH:15]=[CH:14][C:13]([O:12][CH2:11][C:8]3[S:9][CH:10]=[C:6]([C:4]([OH:3])=[O:5])[N:7]=3)=[CH:18][CH:17]=2)[CH:33]=[CH:32][CH:31]=1)(=[O:28])[CH3:27]. (6) Given the reactants [CH2:1]([C:4]1[C:12]2[C:7](=[CH:8][C:9]([OH:13])=[CH:10][CH:11]=2)[NH:6][CH:5]=1)[CH2:2][CH3:3].[CH3:14][C:15]1[N:16]=[C:17]([C:23]2[CH:28]=[CH:27][C:26]([C:29]([F:32])([F:31])[F:30])=[CH:25][CH:24]=2)[S:18][C:19]=1[CH2:20][CH2:21]O.C1(P(C2C=CC=CC=2)C2C=CC=CC=2)C=CC=CC=1.N(C(OC(C)(C)C)=O)=NC(OC(C)(C)C)=O, predict the reaction product. The product is: [CH3:14][C:15]1[N:16]=[C:17]([C:23]2[CH:28]=[CH:27][C:26]([C:29]([F:32])([F:31])[F:30])=[CH:25][CH:24]=2)[S:18][C:19]=1[CH2:20][CH2:21][O:13][C:9]1[CH:8]=[C:7]2[C:12]([C:4]([CH2:1][CH2:2][CH3:3])=[CH:5][NH:6]2)=[CH:11][CH:10]=1. (7) Given the reactants [Cl:1][C:2]1[CH:7]=[CH:6][CH:5]=[C:4]([Cl:8])[C:3]=1[C:9]([NH:11][C@H:12]([C:22]([O:24][CH3:25])=[O:23])[CH2:13][C:14]1[CH:19]=[CH:18][C:17]([CH:20]=O)=[CH:16][CH:15]=1)=[O:10].CC(O)=O.[N:30]1[CH:35]=[CH:34][CH:33]=[CH:32][C:31]=1[NH:36][CH2:37][CH2:38][NH2:39].[BH-](OC(C)=O)(OC(C)=O)OC(C)=O.[Na+], predict the reaction product. The product is: [Cl:8][C:4]1[CH:5]=[CH:6][CH:7]=[C:2]([Cl:1])[C:3]=1[C:9]([NH:11][C@H:12]([C:22]([O:24][CH3:25])=[O:23])[CH2:13][C:14]1[CH:15]=[CH:16][C:17]([CH2:20][NH:39][CH2:38][CH2:37][NH:36][C:31]2[CH:32]=[CH:33][CH:34]=[CH:35][N:30]=2)=[CH:18][CH:19]=1)=[O:10].